This data is from NCI-60 drug combinations with 297,098 pairs across 59 cell lines. The task is: Regression. Given two drug SMILES strings and cell line genomic features, predict the synergy score measuring deviation from expected non-interaction effect. (1) Drug 1: C1CCC(C(C1)N)N.C(=O)(C(=O)[O-])[O-].[Pt+4]. Drug 2: C1C(C(OC1N2C=NC(=NC2=O)N)CO)O. Cell line: HCT-15. Synergy scores: CSS=21.4, Synergy_ZIP=-5.81, Synergy_Bliss=-0.642, Synergy_Loewe=-2.95, Synergy_HSA=0.416. (2) Drug 1: CCCCC(=O)OCC(=O)C1(CC(C2=C(C1)C(=C3C(=C2O)C(=O)C4=C(C3=O)C=CC=C4OC)O)OC5CC(C(C(O5)C)O)NC(=O)C(F)(F)F)O. Drug 2: CN(CCCl)CCCl.Cl. Cell line: HCC-2998. Synergy scores: CSS=60.3, Synergy_ZIP=-1.38, Synergy_Bliss=-2.14, Synergy_Loewe=-0.532, Synergy_HSA=1.38. (3) Drug 1: CC1=C(N=C(N=C1N)C(CC(=O)N)NCC(C(=O)N)N)C(=O)NC(C(C2=CN=CN2)OC3C(C(C(C(O3)CO)O)O)OC4C(C(C(C(O4)CO)O)OC(=O)N)O)C(=O)NC(C)C(C(C)C(=O)NC(C(C)O)C(=O)NCCC5=NC(=CS5)C6=NC(=CS6)C(=O)NCCC[S+](C)C)O. Drug 2: C1=NC2=C(N1)C(=S)N=CN2. Cell line: SF-295. Synergy scores: CSS=67.8, Synergy_ZIP=-3.60, Synergy_Bliss=-4.14, Synergy_Loewe=-1.08, Synergy_HSA=3.61. (4) Drug 1: CCCS(=O)(=O)NC1=C(C(=C(C=C1)F)C(=O)C2=CNC3=C2C=C(C=N3)C4=CC=C(C=C4)Cl)F. Synergy scores: CSS=-1.68, Synergy_ZIP=-5.21, Synergy_Bliss=-8.95, Synergy_Loewe=-11.0, Synergy_HSA=-9.62. Drug 2: CS(=O)(=O)OCCCCOS(=O)(=O)C. Cell line: IGROV1. (5) Drug 1: CC1=C2C(C(=O)C3(C(CC4C(C3C(C(C2(C)C)(CC1OC(=O)C(C(C5=CC=CC=C5)NC(=O)C6=CC=CC=C6)O)O)OC(=O)C7=CC=CC=C7)(CO4)OC(=O)C)O)C)OC(=O)C. Drug 2: C1=NC2=C(N1)C(=S)N=CN2. Cell line: COLO 205. Synergy scores: CSS=76.0, Synergy_ZIP=-6.44, Synergy_Bliss=-4.38, Synergy_Loewe=-4.35, Synergy_HSA=-2.86.